Dataset: Ames mutagenicity test results for genotoxicity prediction. Task: Regression/Classification. Given a drug SMILES string, predict its toxicity properties. Task type varies by dataset: regression for continuous values (e.g., LD50, hERG inhibition percentage) or binary classification for toxic/non-toxic outcomes (e.g., AMES mutagenicity, cardiotoxicity, hepatotoxicity). Dataset: ames. (1) The drug is CC(C(=O)O)c1cccc(C(=O)c2ccccc2)c1. The result is 0 (non-mutagenic). (2) The drug is Oc1ccc2c(c1)OCO2. The result is 0 (non-mutagenic). (3) The result is 0 (non-mutagenic). The drug is OCP(Cl)(CO)(CO)CO. (4) The compound is COC(=O)C(C)(C)Oc1ccc(-c2ccc(Cl)cc2)cc1. The result is 0 (non-mutagenic). (5) The drug is Fc1c(F)c(Cl)c(F)c(Cl)c1F. The result is 0 (non-mutagenic). (6) The molecule is COC(=O)c1oc([N+](=O)[O-])c(-c2ccccc2)c1-c1ccccc1. The result is 1 (mutagenic). (7) The drug is Nc1cccc2c(Cl)nsc12. The result is 1 (mutagenic).